From a dataset of Full USPTO retrosynthesis dataset with 1.9M reactions from patents (1976-2016). Predict the reactants needed to synthesize the given product. (1) Given the product [F:1][C:2]1[CH:3]=[CH:4][C:5]([C:8]2[O:12][N:11]=[C:10]([C@H:13]3[CH2:14][CH2:15][C@@H:16]([CH3:26])[NH:17][CH2:18]3)[N:9]=2)=[N:6][CH:7]=1, predict the reactants needed to synthesize it. The reactants are: [F:1][C:2]1[CH:3]=[CH:4][C:5]([C:8]2[O:12][N:11]=[C:10]([C@@H:13]3[CH2:18][N:17](C(OC(C)(C)C)=O)[C@H:16]([CH3:26])[CH2:15][CH2:14]3)[N:9]=2)=[N:6][CH:7]=1.C(O)(C(F)(F)F)=O. (2) The reactants are: [OH:1][C:2]1[C:3]([C:23](=[O:25])[CH3:24])=[CH:4][C:5]2[CH2:6][CH:7]([C:16]3[CH:21]=[CH:20][C:19]([OH:22])=[CH:18][CH:17]=3)[CH:8]3[CH:13]([C:14]=2[CH:15]=1)[CH2:12][CH2:11][CH2:10][CH2:9]3.[BH4-].[Na+].C(OCC)(=O)C.C(=O)(O)[O-].[Na+]. Given the product [OH:25][CH:23]([C:3]1[C:2]([OH:1])=[CH:15][C:14]2[CH:13]3[CH:8]([CH2:9][CH2:10][CH2:11][CH2:12]3)[CH:7]([C:16]3[CH:21]=[CH:20][C:19]([OH:22])=[CH:18][CH:17]=3)[CH2:6][C:5]=2[CH:4]=1)[CH3:24], predict the reactants needed to synthesize it. (3) Given the product [CH3:9][O:10][C:2]1[N:7]=[C:6]([NH2:8])[CH:5]=[CH:4][N:3]=1, predict the reactants needed to synthesize it. The reactants are: Cl[C:2]1[N:7]=[C:6]([NH2:8])[CH:5]=[CH:4][N:3]=1.[CH3:9][O-:10].[Na+]. (4) Given the product [F:1][C:2]1[CH:24]=[CH:23][CH:22]=[CH:21][C:3]=1[CH2:4][C:5]1[N:9]([CH2:10][C:11]2[CH:12]=[CH:13][C:14]([O:17][CH3:18])=[CH:15][CH:16]=2)[N:8]=[CH:7][C:6]=1[CH:19]=[O:20], predict the reactants needed to synthesize it. The reactants are: [F:1][C:2]1[CH:24]=[CH:23][CH:22]=[CH:21][C:3]=1[CH2:4][C:5]1[N:9]([CH2:10][C:11]2[CH:16]=[CH:15][C:14]([O:17][CH3:18])=[CH:13][CH:12]=2)[N:8]=[CH:7][C:6]=1[CH2:19][OH:20].S([O-])([O-])(=O)=O.[Mg+2]. (5) The reactants are: [Br:1][C:2]1[CH:3]=[C:4]([N+:12]([O-:14])=[O:13])[C:5]([CH3:11])=[C:6]([CH:10]=1)[C:7]([OH:9])=[O:8].[C:15](=O)([O-])[O-].[Na+].[Na+].CI. Given the product [Br:1][C:2]1[CH:3]=[C:4]([N+:12]([O-:14])=[O:13])[C:5]([CH3:11])=[C:6]([CH:10]=1)[C:7]([O:9][CH3:15])=[O:8], predict the reactants needed to synthesize it. (6) The reactants are: COP([CH2:7][C:8](=[O:22])[CH2:9][CH2:10][CH2:11][CH2:12][C:13]1[N:18]=[C:17]2[NH:19][CH2:20][CH2:21][C:16]2=[CH:15][CH:14]=1)(=O)OC.[CH3:23][C:24]1[N:29]=[CH:28][C:27]([CH:30]=O)=[CH:26][N:25]=1.C([O-])([O-])=O.[K+].[K+]. Given the product [NH:19]1[C:17]2=[N:18][C:13]([CH2:12][CH2:11][CH2:10][CH2:9][C:8](=[O:22])[CH:7]=[CH:30][C:27]3[CH:26]=[N:25][C:24]([CH3:23])=[N:29][CH:28]=3)=[CH:14][CH:15]=[C:16]2[CH2:21][CH2:20]1, predict the reactants needed to synthesize it. (7) Given the product [F:1][C:2]([F:30])([F:31])[C:3]1[CH:4]=[C:5]([NH:9][C:10](=[O:29])[NH:11][C:12]2[CH:17]=[CH:16][C:15]([C:41]3[CH:45]=[CH:44][N:43]([CH:46]4[CH2:47][CH2:48][CH:49]([C:52]([O:54][CH2:55][CH3:56])=[O:53])[CH2:50][CH2:51]4)[N:42]=3)=[CH:14][CH:13]=2)[CH:6]=[CH:7][CH:8]=1, predict the reactants needed to synthesize it. The reactants are: [F:1][C:2]([F:31])([F:30])[C:3]1[CH:4]=[C:5]([NH:9][C:10](=[O:29])[NH:11][C:12]2[CH:17]=[CH:16][C:15](C3SC(CCC(OC)=O)=NC=3)=[CH:14][CH:13]=2)[CH:6]=[CH:7][CH:8]=1.[N+](C1C=CC([C:41]2[CH:45]=[CH:44][N:43]([CH:46]3[CH2:51][CH2:50][CH:49]([C:52]([O:54][CH2:55][CH3:56])=[O:53])[CH2:48][CH2:47]3)[N:42]=2)=CC=1)([O-])=O.N(C1C=CC=C(C(F)(F)F)C=1)=C=O. (8) Given the product [CH2:20]([C:21]12[N:15]([CH2:14][CH2:9][CH2:1][CH2:2][CH2:3][CH2:4][CH2:5][CH3:6])[CH2:16][C:33]([CH2:28][CH3:29])([CH2:25][O:24]1)[CH2:27][O:26]2)[CH2:19][CH2:18][CH3:17], predict the reactants needed to synthesize it. The reactants are: [CH2:1]([C:9]([CH2:14][NH:15][CH3:16])(C)C(O)O)[CH2:2][CH2:3][CH2:4][CH2:5][CH2:6]CC.[CH3:17][CH2:18][CH2:19][CH2:20][C:21]([O:26][CH3:27])([O:24][CH3:25])OC.[C:28]1(C)[C:29](S(O)(=O)=O)=CC=C[CH:33]=1. (9) Given the product [C:1]([O:5][C:6]([NH:8][CH:9]([C:10]1[C:11]([C:12]([O:14][CH2:15][CH3:16])=[O:13])=[CH:22][C:21]2[C:20](=[C:27]([F:28])[CH:26]=[CH:25][CH:24]=2)[N:19]=1)[CH3:18])=[O:7])([CH3:4])([CH3:3])[CH3:2], predict the reactants needed to synthesize it. The reactants are: [C:1]([O:5][C:6]([NH:8][CH:9]([CH3:18])[C:10](=O)[CH2:11][C:12]([O:14][CH2:15][CH3:16])=[O:13])=[O:7])([CH3:4])([CH3:3])[CH3:2].[NH2:19][C:20]1[C:27]([F:28])=[CH:26][CH:25]=[CH:24][C:21]=1[CH:22]=O.